This data is from NCI-60 drug combinations with 297,098 pairs across 59 cell lines. The task is: Regression. Given two drug SMILES strings and cell line genomic features, predict the synergy score measuring deviation from expected non-interaction effect. (1) Drug 1: CC(C)(C#N)C1=CC(=CC(=C1)CN2C=NC=N2)C(C)(C)C#N. Drug 2: COCCOC1=C(C=C2C(=C1)C(=NC=N2)NC3=CC=CC(=C3)C#C)OCCOC.Cl. Cell line: K-562. Synergy scores: CSS=-0.906, Synergy_ZIP=0.140, Synergy_Bliss=-3.18, Synergy_Loewe=0.881, Synergy_HSA=-3.29. (2) Drug 1: C1CN(CCN1C(=O)CCBr)C(=O)CCBr. Drug 2: N.N.Cl[Pt+2]Cl. Cell line: ACHN. Synergy scores: CSS=69.8, Synergy_ZIP=0.411, Synergy_Bliss=0.347, Synergy_Loewe=-4.38, Synergy_HSA=3.73.